From a dataset of Forward reaction prediction with 1.9M reactions from USPTO patents (1976-2016). Predict the product of the given reaction. (1) Given the reactants [CH3:1][CH2:2][C@@:3]1([OH:59])[CH2:21][N:19]2[CH2:20][C@H:5]([CH2:6][C@:7]([C:55]([O:57][CH3:58])=[O:56])([C:22]3[CH:23]=[C:24]4[C@:32]56[C@@H:36]7[C@:37]([CH2:52][CH3:53])([C@@H:41]([O:48][C:49]([CH3:51])=[O:50])[C@:42]([OH:47])([C:43]([O:45][CH3:46])=[O:44])[C@@H:31]5[N:30]([CH3:54])[C:25]4=[CH:26][C:27]=3[O:28][CH3:29])[CH:38]=[CH:39][CH2:40][N:35]7[CH2:34][CH2:33]6)[C:8]3[NH:16][C:15]4[CH:14]=[CH:13][CH:12]=[CH:11][C:10]=4[C:9]=3[CH2:17][CH2:18]2)[CH2:4]1.OS(O)(=O)=O.C(=O)([O-])[O-].[Na+].[Na+], predict the reaction product. The product is: [CH3:1][CH2:2][C@@:3]1([OH:59])[CH2:21][N:19]2[CH2:20][C@H:5]([CH2:6][C@:7]([C:55]([O:57][CH3:58])=[O:56])([C:22]3[CH:23]=[C:24]4[C@:32]56[C@@H:36]7[C@:37]([CH2:52][CH3:53])([C@@H:41]([O:48][C:49]([CH3:51])=[O:50])[C@:42]([OH:47])([C:43]([O:45][CH3:46])=[O:44])[C@@H:31]5[N:30]([CH3:54])[C:25]4=[CH:26][C:27]=3[O:28][CH3:29])[CH:38]=[CH:39][CH2:40][N:35]7[CH2:34][CH2:33]6)[C:8]3[NH:16][C:15]4[CH:14]=[CH:13][CH:12]=[CH:11][C:10]=4[C:9]=3[CH2:17][CH2:18]2)[CH2:4]1. (2) Given the reactants [C:1]([C:5]1[CH:6]=[C:7]([NH:11][C:12]2[C:17]([F:18])=[CH:16][N:15]=[C:14]([NH:19][C:20]3[CH:21]=[CH:22][C:23]4[O:27][C:26]([C:28](OC)=[O:29])=[CH:25][C:24]=4[CH:32]=3)[N:13]=2)[CH:8]=[CH:9][CH:10]=1)([CH3:4])([CH3:3])[CH3:2].CC(C[AlH]CC(C)C)C, predict the reaction product. The product is: [C:1]([C:5]1[CH:6]=[C:7]([NH:11][C:12]2[C:17]([F:18])=[CH:16][N:15]=[C:14]([NH:19][C:20]3[CH:21]=[CH:22][C:23]4[O:27][C:26](=[CH:28][OH:29])[CH2:25][C:24]=4[CH:32]=3)[N:13]=2)[CH:8]=[CH:9][CH:10]=1)([CH3:4])([CH3:2])[CH3:3]. (3) Given the reactants Cl.[Cl:2][C:3]1[CH:8]=[CH:7][C:6]([NH:9][NH2:10])=[CH:5][CH:4]=1.C([CH:13](O)[C:14]([O-:16])=[O:15])C.[CH3:18]O, predict the reaction product. The product is: [CH3:18][O:16][C:14](=[O:15])[CH:13]=[N:10][NH:9][C:6]1[CH:7]=[CH:8][C:3]([Cl:2])=[CH:4][CH:5]=1. (4) Given the reactants C(OC([N:8]1[CH2:12][CH2:11][CH:10]([NH:13][C:14]([O:16][CH3:17])=[O:15])[CH2:9]1)=O)(C)(C)C, predict the reaction product. The product is: [CH3:17][O:16][C:14]([NH:13][CH:10]1[CH2:11][CH2:12][NH:8][CH2:9]1)=[O:15].